From a dataset of Full USPTO retrosynthesis dataset with 1.9M reactions from patents (1976-2016). Predict the reactants needed to synthesize the given product. (1) Given the product [F:16][C:15]([F:18])([F:17])[O:14][C:11]1[CH:12]=[CH:13][C:8]([C:6]2[N:5]=[CH:4][N:3]=[C:2]([C:24]3[CH:25]=[CH:26][C:21]([CH:19]=[O:20])=[CH:22][CH:23]=3)[CH:7]=2)=[CH:9][CH:10]=1, predict the reactants needed to synthesize it. The reactants are: Cl[C:2]1[CH:7]=[C:6]([C:8]2[CH:13]=[CH:12][C:11]([O:14][C:15]([F:18])([F:17])[F:16])=[CH:10][CH:9]=2)[N:5]=[CH:4][N:3]=1.[CH:19]([C:21]1[CH:26]=[CH:25][C:24](B(O)O)=[CH:23][CH:22]=1)=[O:20]. (2) Given the product [C:1]1([NH:7][C:8]([N:14]2[C:15](=[O:19])[NH:16][C:17]3[C:13]2=[N:12][CH:11]=[N:10][CH:18]=3)=[O:9])[CH:6]=[CH:5][CH:4]=[CH:3][CH:2]=1, predict the reactants needed to synthesize it. The reactants are: [C:1]1([N:7]=[C:8]=[O:9])[CH:6]=[CH:5][CH:4]=[CH:3][CH:2]=1.[N:10]1[CH:18]=[C:17]2[C:13]([NH:14][C:15](=[O:19])[NH:16]2)=[N:12][CH:11]=1. (3) Given the product [CH3:51][C:17]([C@@H:16]([OH:52])[C:15]([NH:14][CH2:13][CH2:12][C:11]([NH:10][CH2:9][CH2:8][SH:7])=[O:54])=[O:53])([CH2:18][O:19][P:20]([O:21][P:22]([O:23][CH2:24][C@H:25]1[O:29][C@@H:28]([N:30]2[C:39]3[N:38]=[CH:37][N:36]=[C:34]([NH2:35])[C:33]=3[N:32]=[CH:31]2)[C@H:27]([OH:40])[C@@H:26]1[O:41][P:42]([OH:45])([OH:44])=[O:43])([OH:47])=[O:46])([OH:49])=[O:48])[CH3:50], predict the reactants needed to synthesize it. The reactants are: FF.FC(C(O)=O)C([S:7][CH2:8][CH2:9][NH:10][C:11](=[O:54])[CH2:12][CH2:13][NH:14][C:15](=[O:53])[C@H:16]([OH:52])[C:17]([CH3:51])([CH3:50])[CH2:18][O:19][P:20]([OH:49])(=[O:48])[O:21][P:22]([OH:47])(=[O:46])[O:23][CH2:24][C@H:25]1[O:29][C@@H:28]([N:30]2[C:39]3[N:38]=[CH:37][N:36]=[C:34]([NH2:35])[C:33]=3[N:32]=[CH:31]2)[C@H:27]([OH:40])[C@@H:26]1[O:41][P:42]([OH:45])([OH:44])=[O:43])=O. (4) Given the product [C:1]([O:4][C@@H:5]1[C@@H:10]([O:11][C:12](=[O:14])[CH3:13])[C@H:9]([O:15][C:16](=[O:18])[CH3:17])[C@@H:8]([CH2:19][O:20][C:21](=[O:23])[CH3:22])[O:7][C@H:6]1[C:24]1[CH:29]=[CH:28][C:27]([CH3:30])=[C:26]([CH2:31][C:32]2[S:33][C:34]([C:44]3[CH:43]=[CH:42][CH:41]=[C:40]([N:39]([CH3:49])[CH3:38])[CH:45]=3)=[CH:35][CH:36]=2)[CH:25]=1)(=[O:3])[CH3:2], predict the reactants needed to synthesize it. The reactants are: [C:1]([O:4][C@@H:5]1[C@@H:10]([O:11][C:12](=[O:14])[CH3:13])[C@H:9]([O:15][C:16](=[O:18])[CH3:17])[C@@H:8]([CH2:19][O:20][C:21](=[O:23])[CH3:22])[O:7][C@H:6]1[C:24]1[CH:29]=[CH:28][C:27]([CH3:30])=[C:26]([CH2:31][C:32]2[S:33][C:34](Cl)=[CH:35][CH:36]=2)[CH:25]=1)(=[O:3])[CH3:2].[CH3:38][N:39]([CH3:49])[C:40]1[CH:41]=[C:42](B(O)O)[CH:43]=[CH:44][CH:45]=1. (5) Given the product [Si:5]([O:8][CH2:9][CH2:10][C:11]1[S:12][C:13]([Cl:16])=[C:14]([CH:35]=[O:36])[CH:15]=1)([C:1]([CH3:4])([CH3:2])[CH3:3])([CH3:6])[CH3:7], predict the reactants needed to synthesize it. The reactants are: [C:1]([Si:5]([O:8][CH2:9][CH2:10][C:11]1[S:12][C:13]([Cl:16])=[CH:14][CH:15]=1)([CH3:7])[CH3:6])([CH3:4])([CH3:3])[CH3:2].C([Li])CCC.CC1(C)CCCC(C)(C)N1.Cl.C1C[O:36][CH2:35]C1.